This data is from Forward reaction prediction with 1.9M reactions from USPTO patents (1976-2016). The task is: Predict the product of the given reaction. (1) Given the reactants [O:1]1[CH2:6][CH2:5][N:4]([CH2:7][CH2:8][S:9]([C:11]2[CH:37]=[CH:36][C:14]([CH2:15][O:16][C:17]3[CH:18]=[N:19][C:20]([N:23]4[CH2:28][CH2:27][N:26]([C:29]([O:31][C:32]([CH3:35])([CH3:34])[CH3:33])=[O:30])[CH2:25][CH2:24]4)=[N:21][CH:22]=3)=[CH:13][CH:12]=2)=[O:10])[CH2:3][CH2:2]1.[OH:38]O, predict the reaction product. The product is: [O:1]1[CH2:2][CH2:3][N:4]([CH2:7][CH2:8][S:9]([C:11]2[CH:37]=[CH:36][C:14]([CH2:15][O:16][C:17]3[CH:18]=[N:19][C:20]([N:23]4[CH2:28][CH2:27][N:26]([C:29]([O:31][C:32]([CH3:34])([CH3:33])[CH3:35])=[O:30])[CH2:25][CH2:24]4)=[N:21][CH:22]=3)=[CH:13][CH:12]=2)(=[O:38])=[O:10])[CH2:5][CH2:6]1. (2) The product is: [Cl:1][C:2]1[C:7]2[N:8]=[CH:10][N:9]([CH3:12])[C:6]=2[CH:5]=[C:4]([Cl:11])[N:3]=1. Given the reactants [Cl:1][C:2]1[C:7]([NH2:8])=[C:6]([NH:9][CH3:10])[CH:5]=[C:4]([Cl:11])[N:3]=1.[CH:12](OCC)(OCC)OCC, predict the reaction product. (3) Given the reactants [F:1][C:2]([F:39])([F:38])[C:3]1[CH:8]=[CH:7][C:6]([C:9]2(O)[C:13]3[C:14]([CH3:34])=[C:15]([N:20]4[CH2:25][CH2:24][N:23]([C:26]5[CH:31]=[CH:30][C:29]([O:32][CH3:33])=[CH:28][CH:27]=5)[CH2:22][CH2:21]4)[C:16]([CH3:19])=[C:17]([CH3:18])[C:12]=3[O:11][C:10]2([CH3:36])[CH3:35])=[CH:5][CH:4]=1, predict the reaction product. The product is: [F:39][C:2]([F:1])([F:38])[C:3]1[CH:8]=[CH:7][C:6]([CH:9]2[C:13]3[C:14]([CH3:34])=[C:15]([N:20]4[CH2:25][CH2:24][N:23]([C:26]5[CH:31]=[CH:30][C:29]([O:32][CH3:33])=[CH:28][CH:27]=5)[CH2:22][CH2:21]4)[C:16]([CH3:19])=[C:17]([CH3:18])[C:12]=3[O:11][C:10]2([CH3:35])[CH3:36])=[CH:5][CH:4]=1. (4) Given the reactants [C:1]1([C:11]2[CH:18]=[CH:17][C:14]([CH:15]=[O:16])=[CH:13][N:12]=2)[C:10]2[C:5](=[CH:6][CH:7]=[CH:8][CH:9]=2)[CH:4]=[CH:3][CH:2]=1.[CH:19]1([Mg]Br)[CH2:21][CH2:20]1, predict the reaction product. The product is: [CH:19]1([CH:15]([C:14]2[CH:13]=[N:12][C:11]([C:1]3[C:10]4[C:5](=[CH:6][CH:7]=[CH:8][CH:9]=4)[CH:4]=[CH:3][CH:2]=3)=[CH:18][CH:17]=2)[OH:16])[CH2:21][CH2:20]1. (5) Given the reactants Cl[C:2]1[C:3]([S:8]([NH:11][C:12]([C:14]2[C:15]([N:26]3[CH2:31][CH2:30][CH:29]([CH3:32])[CH2:28][CH2:27]3)=[N:16][C:17]3[C:18]([CH3:25])([CH3:24])[CH2:19][CH2:20][CH2:21][C:22]=3[CH:23]=2)=[O:13])(=[O:10])=[O:9])=[N:4][CH:5]=[CH:6][N:7]=1.[OH-].[NH4+:34], predict the reaction product. The product is: [NH2:34][C:2]1[C:3]([S:8]([NH:11][C:12]([C:14]2[C:15]([N:26]3[CH2:31][CH2:30][CH:29]([CH3:32])[CH2:28][CH2:27]3)=[N:16][C:17]3[C:18]([CH3:25])([CH3:24])[CH2:19][CH2:20][CH2:21][C:22]=3[CH:23]=2)=[O:13])(=[O:10])=[O:9])=[N:4][CH:5]=[CH:6][N:7]=1. (6) Given the reactants [I:1][C:2]1[CH:9]=[C:6]([CH:7]=[O:8])[C:5]([OH:10])=[CH:4][CH:3]=1.C([O-])([O-])=O.[K+].[K+].Br[CH2:18][CH2:19][O:20][Si:21]([C:24]([CH3:27])([CH3:26])[CH3:25])([CH3:23])[CH3:22], predict the reaction product. The product is: [C:24]([Si:21]([CH3:23])([CH3:22])[O:20][CH2:19][CH2:18][O:10][C:5]1[CH:4]=[CH:3][C:2]([I:1])=[CH:9][C:6]=1[CH:7]=[O:8])([CH3:27])([CH3:26])[CH3:25].